This data is from Tox21: 12 toxicity assays (nuclear receptors and stress response pathways). The task is: Binary classification across 12 toxicity assays. (1) The molecule is Cc1ccc(N)c(C)c1. It tested positive (active) for: NR-AhR (Aryl hydrocarbon Receptor agonist activity). (2) The molecule is CCCCC(CC)COC(=O)c1ccc(N(C)C)cc1. It tested positive (active) for: NR-AhR (Aryl hydrocarbon Receptor agonist activity), and SR-MMP (Mitochondrial Membrane Potential disruption). (3) The compound is Nc1ccc(S(=O)(=O)Nc2nccs2)cc1. It tested positive (active) for: SR-HSE (Heat Shock Element response). (4) The molecule is CCCCN(CC)c1c([N+](=O)[O-])cc(C(F)(F)F)cc1[N+](=O)[O-]. It tested positive (active) for: SR-MMP (Mitochondrial Membrane Potential disruption). (5) The drug is O=c1oc2cc(O)ccc2c2oc3cc(O)ccc3c12. It tested positive (active) for: NR-AhR (Aryl hydrocarbon Receptor agonist activity), NR-ER (Estrogen Receptor agonist activity), SR-ATAD5 (ATAD5 genotoxicity (DNA damage)), and SR-MMP (Mitochondrial Membrane Potential disruption).